This data is from NCI-60 drug combinations with 297,098 pairs across 59 cell lines. The task is: Regression. Given two drug SMILES strings and cell line genomic features, predict the synergy score measuring deviation from expected non-interaction effect. Drug 1: C1CN1P(=S)(N2CC2)N3CC3. Drug 2: C1CC(=O)NC(=O)C1N2C(=O)C3=CC=CC=C3C2=O. Cell line: TK-10. Synergy scores: CSS=6.49, Synergy_ZIP=-3.90, Synergy_Bliss=-2.68, Synergy_Loewe=-6.15, Synergy_HSA=-1.49.